This data is from CYP3A4 inhibition data for predicting drug metabolism from PubChem BioAssay. The task is: Regression/Classification. Given a drug SMILES string, predict its absorption, distribution, metabolism, or excretion properties. Task type varies by dataset: regression for continuous measurements (e.g., permeability, clearance, half-life) or binary classification for categorical outcomes (e.g., BBB penetration, CYP inhibition). Dataset: cyp3a4_veith. The drug is CCOc1cc2[nH]c(=O)n(CCC(=O)NCc3ccc(OC)cc3)c(=O)c2cc1OCC. The result is 1 (inhibitor).